Dataset: Reaction yield outcomes from USPTO patents with 853,638 reactions. Task: Predict the reaction yield, written as a fraction of the theoretical maximum amount of product (1.0 means a 100% yield; for example, 0.34 means a 34% yield). (1) The reactants are [C:1]([O:5][C:6](=[O:16])[N:7]([C:9]1[CH:14]=[CH:13][C:12](I)=[CH:11][CH:10]=1)[CH3:8])([CH3:4])([CH3:3])[CH3:2].[CH2:17]([OH:22])[CH2:18][CH2:19][C:20]#[CH:21]. The catalyst is N1CCCCC1.C1C=CC([P]([Pd]([P](C2C=CC=CC=2)(C2C=CC=CC=2)C2C=CC=CC=2)([P](C2C=CC=CC=2)(C2C=CC=CC=2)C2C=CC=CC=2)[P](C2C=CC=CC=2)(C2C=CC=CC=2)C2C=CC=CC=2)(C2C=CC=CC=2)C2C=CC=CC=2)=CC=1. The product is [C:1]([O:5][C:6](=[O:16])[N:7]([C:9]1[CH:14]=[CH:13][C:12]([C:21]#[C:20][CH2:19][CH2:18][CH2:17][OH:22])=[CH:11][CH:10]=1)[CH3:8])([CH3:4])([CH3:3])[CH3:2]. The yield is 0.870. (2) The reactants are [F:1][C:2]1[CH:7]=[CH:6][C:5]([N:8]2[C@H:11]([C:12]3[CH:17]=[CH:16][C:15]([OH:18])=[CH:14][CH:13]=3)[C@@H:10]([CH2:19][CH2:20][C@@H:21]([C:23]3[CH:28]=[CH:27][C:26]([F:29])=[CH:25][CH:24]=3)[OH:22])[C:9]2=[O:30])=[CH:4][CH:3]=1.C(N(CC)CC)C.C1C=CC(N([S:45]([C:48]([F:51])([F:50])[F:49])(=[O:47])=[O:46])[S:45]([C:48]([F:51])([F:50])[F:49])(=[O:47])=[O:46])=CC=1.O. The catalyst is CN(C)C1C=CN=CC=1.C(Cl)Cl. The product is [F:49][C:48]([F:51])([F:50])[S:45]([O:18][C:15]1[CH:14]=[CH:13][C:12]([C@@H:11]2[C@@H:10]([CH2:19][CH2:20][C@@H:21]([C:23]3[CH:24]=[CH:25][C:26]([F:29])=[CH:27][CH:28]=3)[OH:22])[C:9](=[O:30])[N:8]2[C:5]2[CH:4]=[CH:3][C:2]([F:1])=[CH:7][CH:6]=2)=[CH:17][CH:16]=1)(=[O:47])=[O:46]. The yield is 0.960. (3) The reactants are [C:1]([O:5][C:6](=[O:30])[NH:7][CH2:8][C:9]1[C:10]([CH2:26][CH:27]([CH3:29])[CH3:28])=[N:11][C:12]([CH3:25])=[C:13]([CH2:22][C:23]#[N:24])[C:14]=1[C:15]1[CH:20]=[CH:19][C:18]([CH3:21])=[CH:17][CH:16]=1)([CH3:4])([CH3:3])[CH3:2].[OH-:31].[Na+].Cl. The catalyst is C(O)C. The product is [C:1]([O:5][C:6](=[O:30])[NH:7][CH2:8][C:9]1[C:10]([CH2:26][CH:27]([CH3:28])[CH3:29])=[N:11][C:12]([CH3:25])=[C:13]([CH2:22][C:23]([NH2:24])=[O:31])[C:14]=1[C:15]1[CH:16]=[CH:17][C:18]([CH3:21])=[CH:19][CH:20]=1)([CH3:4])([CH3:3])[CH3:2]. The yield is 0.270. (4) The reactants are [Cl:1][C:2]1[CH:10]=[C:9]2[C:5]([CH:6]=[C:7]([CH2:11][OH:12])[NH:8]2)=[CH:4][CH:3]=1. The catalyst is C1COCC1.[O-2].[Mn+4].[O-2]. The product is [Cl:1][C:2]1[CH:10]=[C:9]2[C:5]([CH:6]=[C:7]([CH:11]=[O:12])[NH:8]2)=[CH:4][CH:3]=1. The yield is 0.620. (5) The reactants are [CH2:1]([S:5]([C:8]1[CH:17]=[CH:16][C:11]([C:12]([O:14]C)=[O:13])=[CH:10][CH:9]=1)(=[O:7])=[O:6])[CH:2]([CH3:4])[CH3:3].[OH-].[Na+]. The catalyst is O1CCOCC1. The product is [CH2:1]([S:5]([C:8]1[CH:17]=[CH:16][C:11]([C:12]([OH:14])=[O:13])=[CH:10][CH:9]=1)(=[O:7])=[O:6])[CH:2]([CH3:4])[CH3:3]. The yield is 0.980. (6) The reactants are [F:1][C:2]1[C:16]([F:17])=[CH:15][CH:14]=[C:13]([C:18]([N:20]2[CH2:25][C:22]3([O:24][CH2:23]3)[CH2:21]2)=[O:19])[C:3]=1[NH:4][C:5]1[CH:10]=[CH:9][C:8]([I:11])=[CH:7][C:6]=1[F:12].[N+:26]([NH:29][C:30]([NH2:32])=[NH:31])([O-:28])=[O:27].[OH-].[Na+].[ClH:35].O1CCOCC1. The catalyst is O1CCCC1.CO. The product is [ClH:35].[F:1][C:2]1[C:3]([NH:4][C:5]2[CH:10]=[CH:9][C:8]([I:11])=[CH:7][C:6]=2[F:12])=[C:13]([C:18]([N:20]2[CH2:21][C:22]([CH2:23][NH:32][C:30]([NH:29][N+:26]([O-:28])=[O:27])=[NH:31])([OH:24])[CH2:25]2)=[O:19])[CH:14]=[CH:15][C:16]=1[F:17]. The yield is 0.380.